This data is from Full USPTO retrosynthesis dataset with 1.9M reactions from patents (1976-2016). The task is: Predict the reactants needed to synthesize the given product. (1) Given the product [F:1][C:2]1[CH:7]=[C:6]([O:8][CH2:9][C:10]([O:13][CH3:28])([CH3:11])[CH3:12])[CH:5]=[C:4]([F:14])[C:3]=1[C:15]1[N:20]=[C:19]([C:21]([O:23][CH3:24])=[O:22])[CH:18]=[CH:17][C:16]=1[F:25], predict the reactants needed to synthesize it. The reactants are: [F:1][C:2]1[CH:7]=[C:6]([O:8][CH2:9][C:10]([OH:13])([CH3:12])[CH3:11])[CH:5]=[C:4]([F:14])[C:3]=1[C:15]1[N:20]=[C:19]([C:21]([O:23][CH3:24])=[O:22])[CH:18]=[CH:17][C:16]=1[F:25].[H-].[Na+].[CH3:28]I. (2) The reactants are: [CH3:1][C:2]1[S:3][C:4]([C:7]([OH:9])=[O:8])=[CH:5][N:6]=1.[CH2:10]([Li])CCC.[CH2:15]([C:19]1[C:23]([CH:24]=[O:25])=[C:22]([CH3:26])[O:21][N:20]=1)[CH2:16][CH2:17][CH3:18]. Given the product [CH3:10][O:8][C:7]([C:4]1[S:3][C:2]([CH2:1][CH:24]([C:23]2[C:19]([CH2:15][CH2:16][CH2:17][CH3:18])=[N:20][O:21][C:22]=2[CH3:26])[OH:25])=[N:6][CH:5]=1)=[O:9], predict the reactants needed to synthesize it. (3) The reactants are: C([O:3][C:4](=[O:34])[C:5]1[CH:10]=[C:9]([N:11]2[C:15]([CH3:16])=[CH:14][CH:13]=[C:12]2[C:17]2[CH:22]=[C:21]([Br:23])[CH:20]=[CH:19][C:18]=2[O:24][CH2:25][C:26]2[CH:31]=[CH:30][C:29]([Cl:32])=[C:28]([Cl:33])[CH:27]=2)[CH:8]=[N:7][CH:6]=1)C.[OH-].[Na+].CCO. Given the product [Br:23][C:21]1[CH:20]=[CH:19][C:18]([O:24][CH2:25][C:26]2[CH:31]=[CH:30][C:29]([Cl:32])=[C:28]([Cl:33])[CH:27]=2)=[C:17]([C:12]2[N:11]([C:9]3[CH:8]=[N:7][CH:6]=[C:5]([CH:10]=3)[C:4]([OH:34])=[O:3])[C:15]([CH3:16])=[CH:14][CH:13]=2)[CH:22]=1, predict the reactants needed to synthesize it. (4) Given the product [C:1]([O:5][C:6]([N:8]1[CH2:12][CH2:11][CH2:10][C@H:9]1[CH2:13][O:14][C:15]1[CH:20]=[CH:19][C:18]([CH2:21][C:22]2[CH:23]=[CH:24][CH:25]=[CH:26][CH:27]=2)=[CH:17][N:16]=1)=[O:7])([CH3:4])([CH3:2])[CH3:3], predict the reactants needed to synthesize it. The reactants are: [C:1]([O:5][C:6]([N:8]1[CH2:12][CH2:11][CH2:10][C@H:9]1[CH2:13][O:14][C:15]1[CH:20]=[CH:19][C:18]([CH:21](O)[C:22]2[CH:27]=[CH:26][CH:25]=[CH:24][CH:23]=2)=[CH:17][N:16]=1)=[O:7])([CH3:4])([CH3:3])[CH3:2].[OH-].[Na+].CCOC(C)=O. (5) Given the product [CH2:29]([O:31][CH2:32][CH2:33][O:9][C:6]1[CH:7]=[CH:8][C:3]([CH:2]=[CH2:1])=[CH:4][CH:5]=1)[CH3:30].[OH:9][C:6]1[CH:7]=[CH:8][C:3]([CH:2]=[CH2:1])=[CH:4][CH:5]=1, predict the reactants needed to synthesize it. The reactants are: [CH:1]#[C:2][C:3]1[CH:8]=[CH:7][C:6]([OH:9])=[CH:5][CH:4]=1.O.C1(C)C=CC(S(O)(=O)=O)=CC=1.C(C(C)=O)C(C)C.[CH:29]([O:31][CH2:32][CH3:33])=[CH2:30].